This data is from Catalyst prediction with 721,799 reactions and 888 catalyst types from USPTO. The task is: Predict which catalyst facilitates the given reaction. Reactant: Br[C:2]1[C:3](=[O:15])[N:4]([CH3:14])[C:5]2[C:10]([C:11]=1[O:12][CH3:13])=[CH:9][CH:8]=[CH:7][CH:6]=2.C([Li])CCC.[B:21](OC)([O:24]C)[O:22]C. Product: [CH3:13][O:12][C:11]1[C:10]2[C:5](=[CH:6][CH:7]=[CH:8][CH:9]=2)[N:4]([CH3:14])[C:3](=[O:15])[C:2]=1[B:21]([OH:24])[OH:22]. The catalyst class is: 295.